From a dataset of CYP2C9 inhibition data for predicting drug metabolism from PubChem BioAssay. Regression/Classification. Given a drug SMILES string, predict its absorption, distribution, metabolism, or excretion properties. Task type varies by dataset: regression for continuous measurements (e.g., permeability, clearance, half-life) or binary classification for categorical outcomes (e.g., BBB penetration, CYP inhibition). Dataset: cyp2c9_veith. (1) The drug is COc1cccc(C(C#N)N2N=C(C)CC2(C)C)c1O. The result is 0 (non-inhibitor). (2) The molecule is Cc1cc(=O)oc(C)c1C(=O)NCc1ccccc1. The result is 0 (non-inhibitor). (3) The compound is CCSc1nnc(NC(=O)CSc2nc3c(cc2C#N)CCCC3)s1. The result is 1 (inhibitor). (4) The molecule is CCCc1cc(=O)[nH]c(SCc2cc(Cl)ccc2OC(F)F)n1. The result is 1 (inhibitor). (5) The molecule is COc1cccc([C@H](O)Cn2cc(-c3ccc(CON=C(C)C)cc3)nn2)c1. The result is 0 (non-inhibitor). (6) The compound is O=S(=O)(NCCSCc1c(Cl)cccc1Cl)c1ccc2c(c1)OCCO2. The result is 1 (inhibitor). (7) The molecule is CCN(CC)S(=O)(=O)c1ccc(OC)c(NC(=O)c2cc([N+](=O)[O-])ccc2Cl)c1. The result is 0 (non-inhibitor). (8) The molecule is Cc1noc(C)c1-c1nc(N2CCN(C)CC2)c2ccccc2n1. The result is 0 (non-inhibitor). (9) The compound is N#CCCn1c(=O)c(CCc2ccccc2)nc2cnc(N3CCOCC3)nc21. The result is 0 (non-inhibitor).